From a dataset of Forward reaction prediction with 1.9M reactions from USPTO patents (1976-2016). Predict the product of the given reaction. (1) Given the reactants [Cl:1][C:2]1[N:10]=[C:9]2[C:5]([N:6]=[CH:7][N:8]2[C@@H:11]2[O:23][C@H:22]([CH2:24][O:25][CH:26]3[CH2:28][CH2:27]3)[C@@H:17]([O:18]C(=O)C)[C@H:12]2[O:13]C(=O)C)=[C:4](Cl)[N:3]=1.[I:30][C:31]1[CH:32]=[C:33]([CH:36]=[CH:37][CH:38]=1)[CH2:34][NH2:35].Cl, predict the reaction product. The product is: [I:30][C:31]1[CH:32]=[C:33]([CH:36]=[CH:37][CH:38]=1)[CH2:34][NH:35][C:4]1[C:5]2[N:6]=[CH:7][N:8]([C:9]=2[N:10]=[C:2]([Cl:1])[N:3]=1)[C@@H:11]1[O:23][C@H:22]([CH2:24][O:25][CH:26]2[CH2:28][CH2:27]2)[C@@H:17]([OH:18])[C@H:12]1[OH:13]. (2) The product is: [C:1]([C@@H:3]([C:18]1[CH:23]=[CH:22][C:21]([F:24])=[C:20]([F:25])[CH:19]=1)[C@H:4]([C:10]1[C:11]([F:17])=[CH:12][CH:13]=[CH:14][C:15]=1[F:16])[CH2:5][C:6]([O:8][CH2:9][CH3:26])=[O:7])#[N:2]. Given the reactants [C:1]([C@@H:3]([C:18]1[CH:23]=[CH:22][C:21]([F:24])=[C:20]([F:25])[CH:19]=1)[C@H:4]([C:10]1[C:15]([F:16])=[CH:14][CH:13]=[CH:12][C:11]=1[F:17])[CH2:5][C:6]([O:8][CH3:9])=[O:7])#[N:2].[CH2:26](O)C, predict the reaction product. (3) The product is: [C:6]([C:5]1[CH:4]=[CH:3][C:2]([NH:1][C:19](=[O:18])[CH2:20][O:21][CH2:22][CH2:17][Cl:16])=[CH:15][CH:14]=1)(=[O:7])[C:8]1[CH:13]=[CH:12][CH:11]=[CH:10][CH:9]=1. Given the reactants [NH2:1][C:2]1[CH:15]=[CH:14][C:5]([C:6]([C:8]2[CH:13]=[CH:12][CH:11]=[CH:10][CH:9]=2)=[O:7])=[CH:4][CH:3]=1.[Cl:16][C:17]1(Cl)[CH2:22][O:21][CH2:20][CH2:19][O:18]1, predict the reaction product. (4) Given the reactants Br[C:2]1[CH2:6][CH2:5][C:4](=[O:7])[C:3]=1[C:8]1[CH:13]=[CH:12][C:11]([C:14]([CH3:17])([CH3:16])[CH3:15])=[CH:10][CH:9]=1.CC1(C)C(C)(C)OB([C:26]2[CH:31]=[CH:30][C:29]([NH:32][C:33](=[O:39])[O:34][C:35]([CH3:38])([CH3:37])[CH3:36])=[CH:28][CH:27]=2)O1.ClCCl.C([O-])([O-])=O.[K+].[K+], predict the reaction product. The product is: [C:14]([C:11]1[CH:12]=[CH:13][C:8]([C:3]2[C:4](=[O:7])[CH2:5][CH2:6][C:2]=2[C:26]2[CH:27]=[CH:28][C:29]([NH:32][C:33](=[O:39])[O:34][C:35]([CH3:37])([CH3:36])[CH3:38])=[CH:30][CH:31]=2)=[CH:9][CH:10]=1)([CH3:17])([CH3:16])[CH3:15]. (5) Given the reactants [CH:1]([N:4]1[CH2:9][CH2:8][N:7]([S:10]([C:13]2[CH:18]=[CH:17][C:16]([N+:19]([O-])=O)=[CH:15][CH:14]=2)(=[O:12])=[O:11])[CH2:6][CH2:5]1)([CH3:3])[CH3:2], predict the reaction product. The product is: [CH:1]([N:4]1[CH2:9][CH2:8][N:7]([S:10]([C:13]2[CH:14]=[CH:15][C:16]([NH2:19])=[CH:17][CH:18]=2)(=[O:12])=[O:11])[CH2:6][CH2:5]1)([CH3:3])[CH3:2]. (6) Given the reactants [CH3:1][C:2]1([CH3:14])[C:6]([CH3:8])([CH3:7])[O:5][B:4]([C:9]2[CH:10]=[N:11][NH:12][CH:13]=2)[O:3]1.[C:15]([O:19][C:20]([N:22]1[CH2:26][CH2:25][C@@H:24](OS(C)(=O)=O)[CH2:23]1)=[O:21])([CH3:18])([CH3:17])[CH3:16].C([O-])([O-])=O.[Cs+].[Cs+], predict the reaction product. The product is: [C:15]([O:19][C:20]([N:22]1[CH2:26][CH2:25][C@H:24]([N:12]2[CH:13]=[C:9]([B:4]3[O:5][C:6]([CH3:7])([CH3:8])[C:2]([CH3:14])([CH3:1])[O:3]3)[CH:10]=[N:11]2)[CH2:23]1)=[O:21])([CH3:18])([CH3:16])[CH3:17].